Dataset: Peptide-MHC class I binding affinity with 185,985 pairs from IEDB/IMGT. Task: Regression. Given a peptide amino acid sequence and an MHC pseudo amino acid sequence, predict their binding affinity value. This is MHC class I binding data. (1) The peptide sequence is YPLAIPVTMT. The MHC is HLA-B51:01 with pseudo-sequence HLA-B51:01. The binding affinity (normalized) is 0.227. (2) The peptide sequence is ILYNEYNFV. The MHC is HLA-A01:01 with pseudo-sequence HLA-A01:01. The binding affinity (normalized) is 0.0847.